From a dataset of Full USPTO retrosynthesis dataset with 1.9M reactions from patents (1976-2016). Predict the reactants needed to synthesize the given product. (1) Given the product [CH2:32]([O:31][CH2:30][CH2:29][CH2:28][CH2:27][CH2:26][CH2:25][CH2:24][CH2:23][N:10]1[CH:11]=[C:7]([C:1]2[CH:2]=[CH:3][CH:4]=[CH:5][CH:6]=2)[N:8]=[CH:9]1)[CH2:33][CH2:34][CH2:35][CH2:36][CH3:37], predict the reactants needed to synthesize it. The reactants are: [C:1]1([C:7]2[N:8]=[CH:9][NH:10][CH:11]=2)[CH:6]=[CH:5][CH:4]=[CH:3][CH:2]=1.CC(C)([O-])C.[Na+].CS(O[CH2:23][CH2:24][CH2:25][CH2:26][CH2:27][CH2:28][CH2:29][CH2:30][O:31][CH2:32][CH2:33][CH2:34][CH2:35][CH2:36][CH3:37])(=O)=O. (2) Given the product [OH:11][C@H:10]([C:12]1[C:13]([CH3:22])=[C:14]2[C:18](=[CH:19][CH:20]=1)[C:17](=[O:21])[O:16][CH2:15]2)[CH2:9][N:6]1[CH2:7][CH2:8][CH:3]([NH:2][C:34]([C:31]2[CH:30]=[N:29][C:28]([N:23]3[CH:27]=[N:26][N:25]=[N:24]3)=[CH:33][N:32]=2)=[O:35])[CH2:4][CH2:5]1, predict the reactants needed to synthesize it. The reactants are: Cl.[NH2:2][CH:3]1[CH2:8][CH2:7][N:6]([CH2:9][C@@H:10]([C:12]2[C:13]([CH3:22])=[C:14]3[C:18](=[CH:19][CH:20]=2)[C:17](=[O:21])[O:16][CH2:15]3)[OH:11])[CH2:5][CH2:4]1.[N:23]1([C:28]2[N:29]=[CH:30][C:31]([C:34](O)=[O:35])=[N:32][CH:33]=2)[CH:27]=[N:26][N:25]=[N:24]1. (3) Given the product [F:31][C:30]([F:33])([F:32])[C:25]1[CH:26]=[CH:27][CH:28]=[CH:29][C:24]=1[O:23][CH:20]1[CH2:21][CH2:22][N:17]([C:14]2[CH:15]=[CH:16][C:11]([C:10]3[S:36][C:2]([CH2:3][C:4]([O:6][CH3:7])=[O:5])=[N:8][N:9]=3)=[CH:12][CH:13]=2)[CH2:18][CH2:19]1, predict the reactants needed to synthesize it. The reactants are: O=[C:2]([NH:8][NH:9][C:10](=O)[C:11]1[CH:16]=[CH:15][C:14]([N:17]2[CH2:22][CH2:21][CH:20]([O:23][C:24]3[CH:29]=[CH:28][CH:27]=[CH:26][C:25]=3[C:30]([F:33])([F:32])[F:31])[CH2:19][CH2:18]2)=[CH:13][CH:12]=1)[CH2:3][C:4]([O:6][CH3:7])=[O:5].P12(SP3(SP(SP(S3)(S1)=S)(=S)S2)=S)=[S:36].